This data is from NCI-60 drug combinations with 297,098 pairs across 59 cell lines. The task is: Regression. Given two drug SMILES strings and cell line genomic features, predict the synergy score measuring deviation from expected non-interaction effect. (1) Drug 1: CS(=O)(=O)C1=CC(=C(C=C1)C(=O)NC2=CC(=C(C=C2)Cl)C3=CC=CC=N3)Cl. Drug 2: CN(C)C1=NC(=NC(=N1)N(C)C)N(C)C. Cell line: SNB-19. Synergy scores: CSS=2.48, Synergy_ZIP=0.792, Synergy_Bliss=1.13, Synergy_Loewe=-1.59, Synergy_HSA=-0.853. (2) Drug 1: COC1=NC(=NC2=C1N=CN2C3C(C(C(O3)CO)O)O)N. Drug 2: CCC1(C2=C(COC1=O)C(=O)N3CC4=CC5=C(C=CC(=C5CN(C)C)O)N=C4C3=C2)O.Cl. Cell line: OVCAR-4. Synergy scores: CSS=0.991, Synergy_ZIP=-0.894, Synergy_Bliss=-0.716, Synergy_Loewe=-11.3, Synergy_HSA=-3.79.